Dataset: NCI-60 drug combinations with 297,098 pairs across 59 cell lines. Task: Regression. Given two drug SMILES strings and cell line genomic features, predict the synergy score measuring deviation from expected non-interaction effect. (1) Cell line: SK-MEL-28. Synergy scores: CSS=1.60, Synergy_ZIP=-2.31, Synergy_Bliss=-0.271, Synergy_Loewe=-7.83, Synergy_HSA=-5.80. Drug 1: C1C(C(OC1N2C=NC3=C(N=C(N=C32)Cl)N)CO)O. Drug 2: CC1=C(C(=CC=C1)Cl)NC(=O)C2=CN=C(S2)NC3=CC(=NC(=N3)C)N4CCN(CC4)CCO. (2) Drug 1: CC1=C(N=C(N=C1N)C(CC(=O)N)NCC(C(=O)N)N)C(=O)NC(C(C2=CN=CN2)OC3C(C(C(C(O3)CO)O)O)OC4C(C(C(C(O4)CO)O)OC(=O)N)O)C(=O)NC(C)C(C(C)C(=O)NC(C(C)O)C(=O)NCCC5=NC(=CS5)C6=NC(=CS6)C(=O)NCCC[S+](C)C)O. Drug 2: C1CN(P(=O)(OC1)NCCCl)CCCl. Cell line: HCT-15. Synergy scores: CSS=55.1, Synergy_ZIP=2.18, Synergy_Bliss=3.10, Synergy_Loewe=-53.5, Synergy_HSA=6.63. (3) Drug 1: CC1C(C(CC(O1)OC2CC(CC3=C2C(=C4C(=C3O)C(=O)C5=C(C4=O)C(=CC=C5)OC)O)(C(=O)C)O)N)O.Cl. Drug 2: CS(=O)(=O)OCCCCOS(=O)(=O)C. Cell line: A549. Synergy scores: CSS=36.9, Synergy_ZIP=-6.69, Synergy_Bliss=1.52, Synergy_Loewe=-13.3, Synergy_HSA=1.84.